Dataset: Reaction yield outcomes from USPTO patents with 853,638 reactions. Task: Predict the reaction yield, written as a fraction of the theoretical maximum amount of product (1.0 means a 100% yield; for example, 0.34 means a 34% yield). The reactants are [NH2:1][C:2]([C:4]1[CH:5]=[N:6][C:7]2[C:12]([C:13]=1[NH:14][C:15]1[CH:16]=[C:17]([C:25]([O:27]C)=[O:26])[C:18]([C:21]([O:23]C)=[O:22])=[CH:19][CH:20]=1)=[CH:11][CH:10]=[C:9]([C:29]1[C:30]([CH3:35])=[N:31][O:32][C:33]=1[CH3:34])[CH:8]=2)=[O:3].[OH-].[Na+]. The catalyst is CO. The product is [NH2:1][C:2]([C:4]1[CH:5]=[N:6][C:7]2[C:12]([C:13]=1[NH:14][C:15]1[CH:16]=[C:17]([C:25]([OH:27])=[O:26])[C:18]([C:21]([OH:23])=[O:22])=[CH:19][CH:20]=1)=[CH:11][CH:10]=[C:9]([C:29]1[C:30]([CH3:35])=[N:31][O:32][C:33]=1[CH3:34])[CH:8]=2)=[O:3]. The yield is 0.425.